This data is from NCI-60 drug combinations with 297,098 pairs across 59 cell lines. The task is: Regression. Given two drug SMILES strings and cell line genomic features, predict the synergy score measuring deviation from expected non-interaction effect. (1) Drug 1: CC1C(C(CC(O1)OC2CC(CC3=C2C(=C4C(=C3O)C(=O)C5=C(C4=O)C(=CC=C5)OC)O)(C(=O)C)O)N)O.Cl. Drug 2: CC1=CC2C(CCC3(C2CCC3(C(=O)C)OC(=O)C)C)C4(C1=CC(=O)CC4)C. Cell line: SF-268. Synergy scores: CSS=36.2, Synergy_ZIP=10.9, Synergy_Bliss=12.9, Synergy_Loewe=-23.3, Synergy_HSA=8.75. (2) Drug 1: CS(=O)(=O)CCNCC1=CC=C(O1)C2=CC3=C(C=C2)N=CN=C3NC4=CC(=C(C=C4)OCC5=CC(=CC=C5)F)Cl. Drug 2: C(=O)(N)NO. Cell line: LOX IMVI. Synergy scores: CSS=-6.90, Synergy_ZIP=5.07, Synergy_Bliss=3.36, Synergy_Loewe=-5.54, Synergy_HSA=-4.66. (3) Drug 1: CCCS(=O)(=O)NC1=C(C(=C(C=C1)F)C(=O)C2=CNC3=C2C=C(C=N3)C4=CC=C(C=C4)Cl)F. Drug 2: CC1=C(C=C(C=C1)C(=O)NC2=CC(=CC(=C2)C(F)(F)F)N3C=C(N=C3)C)NC4=NC=CC(=N4)C5=CN=CC=C5. Cell line: CCRF-CEM. Synergy scores: CSS=-6.46, Synergy_ZIP=2.84, Synergy_Bliss=-3.31, Synergy_Loewe=-9.88, Synergy_HSA=-9.13. (4) Drug 1: CN(C)C1=NC(=NC(=N1)N(C)C)N(C)C. Drug 2: C1CCC(C(C1)N)N.C(=O)(C(=O)[O-])[O-].[Pt+4]. Cell line: KM12. Synergy scores: CSS=15.3, Synergy_ZIP=-4.48, Synergy_Bliss=-3.52, Synergy_Loewe=4.72, Synergy_HSA=4.50. (5) Drug 1: CCC1=CC2CC(C3=C(CN(C2)C1)C4=CC=CC=C4N3)(C5=C(C=C6C(=C5)C78CCN9C7C(C=CC9)(C(C(C8N6C)(C(=O)OC)O)OC(=O)C)CC)OC)C(=O)OC.C(C(C(=O)O)O)(C(=O)O)O. Drug 2: C1=NC(=NC(=O)N1C2C(C(C(O2)CO)O)O)N. Cell line: EKVX. Synergy scores: CSS=26.7, Synergy_ZIP=-1.62, Synergy_Bliss=-2.76, Synergy_Loewe=-17.7, Synergy_HSA=-3.24. (6) Drug 1: C1=CN(C=N1)CC(O)(P(=O)(O)O)P(=O)(O)O. Drug 2: CN(CC1=CN=C2C(=N1)C(=NC(=N2)N)N)C3=CC=C(C=C3)C(=O)NC(CCC(=O)O)C(=O)O. Cell line: HOP-92. Synergy scores: CSS=26.0, Synergy_ZIP=-7.11, Synergy_Bliss=-0.941, Synergy_Loewe=-19.8, Synergy_HSA=0.697. (7) Synergy scores: CSS=47.4, Synergy_ZIP=4.18, Synergy_Bliss=6.70, Synergy_Loewe=-51.1, Synergy_HSA=3.91. Cell line: MOLT-4. Drug 1: C(=O)(N)NO. Drug 2: CN(CC1=CN=C2C(=N1)C(=NC(=N2)N)N)C3=CC=C(C=C3)C(=O)NC(CCC(=O)O)C(=O)O.